Dataset: Forward reaction prediction with 1.9M reactions from USPTO patents (1976-2016). Task: Predict the product of the given reaction. (1) Given the reactants [NH2:1][CH2:2][CH2:3][CH2:4][O:5][C:6]1[N:11]=[C:10]([C@H:12]2[CH2:16][CH2:15][CH2:14][N:13]2[C:17]2[CH:22]=[CH:21][N:20]3[N:23]=[CH:24][C:25]([C:26]([O:28]CC)=[O:27])=[C:19]3[N:18]=2)[CH:9]=[CH:8][CH:7]=1.C1COCC1.CO.[Li+].[OH-].Cl, predict the reaction product. The product is: [NH2:1][CH2:2][CH2:3][CH2:4][O:5][C:6]1[N:11]=[C:10]([C@H:12]2[CH2:16][CH2:15][CH2:14][N:13]2[C:17]2[CH:22]=[CH:21][N:20]3[N:23]=[CH:24][C:25]([C:26]([OH:28])=[O:27])=[C:19]3[N:18]=2)[CH:9]=[CH:8][CH:7]=1. (2) Given the reactants [F:1][C:2]1[CH:8]=[C:7](I)[CH:6]=[CH:5][C:3]=1[NH2:4].[OH:10][C:11]1[CH:16]=[CH:15][CH:14]=[CH:13][N:12]=1.OC1C=CC=C2C=1N=CC=C2.C([O-])([O-])=O.[K+].[K+], predict the reaction product. The product is: [NH2:4][C:3]1[CH:5]=[CH:6][C:7]([N:12]2[CH:13]=[CH:14][CH:15]=[CH:16][C:11]2=[O:10])=[CH:8][C:2]=1[F:1]. (3) Given the reactants [Br:1][C:2]1[CH:8]=[CH:7][C:5]([NH2:6])=[C:4]([Cl:9])[CH:3]=1.[C:10](O[C:10]([O:12][C:13]([CH3:16])([CH3:15])[CH3:14])=[O:11])([O:12][C:13]([CH3:16])([CH3:15])[CH3:14])=[O:11].[C:25](=[O:28])([O-])[O-:26].[K+].[K+].O, predict the reaction product. The product is: [C:13]([O:26][C:25]([N:6]([C:10]([O:12][C:13]([CH3:16])([CH3:15])[CH3:14])=[O:11])[C:5]1[CH:7]=[CH:8][C:2]([Br:1])=[CH:3][C:4]=1[Cl:9])=[O:28])([CH3:16])([CH3:15])[CH3:14].